This data is from Full USPTO retrosynthesis dataset with 1.9M reactions from patents (1976-2016). The task is: Predict the reactants needed to synthesize the given product. (1) Given the product [C:1]1([S:7]([C:10]2[CH:23]=[CH:22][C:13]3[N:14]([C:18](=[O:21])[CH2:19][N:30]4[CH:34]=[CH:33][N:32]=[CH:31]4)[CH2:15][CH2:16][O:17][C:12]=3[CH:11]=2)(=[O:9])=[O:8])[CH:6]=[CH:5][CH:4]=[CH:3][CH:2]=1, predict the reactants needed to synthesize it. The reactants are: [C:1]1([S:7]([C:10]2[CH:23]=[CH:22][C:13]3[N:14]([C:18](=[O:21])[CH2:19]Cl)[CH2:15][CH2:16][O:17][C:12]=3[CH:11]=2)(=[O:9])=[O:8])[CH:6]=[CH:5][CH:4]=[CH:3][CH:2]=1.C(=O)([O-])[O-].[K+].[K+].[NH:30]1[CH:34]=[CH:33][N:32]=[CH:31]1.C(OCC)(=O)C. (2) Given the product [ClH:1].[NH2:43][C@@H:41]([CH3:42])[C:40]([NH:39][C:35]1[CH:36]=[CH:37][CH:38]=[C:33]([S:30](=[O:31])(=[O:32])[NH:29][C:20]2[C:19]([NH:18][C:12]3[CH:11]=[C:10]([O:9][CH3:8])[CH:15]=[C:14]([O:16][CH3:17])[CH:13]=3)=[N:28][C:27]3[C:22](=[CH:23][CH:24]=[CH:25][CH:26]=3)[N:21]=2)[CH:34]=1)=[O:51], predict the reactants needed to synthesize it. The reactants are: [ClH:1].O1CCOCC1.[CH3:8][O:9][C:10]1[CH:11]=[C:12]([NH:18][C:19]2[C:20]([NH:29][S:30]([C:33]3[CH:34]=[C:35]([NH:39][C:40](=[O:51])[C@@H:41]([NH:43]C(=O)OC(C)(C)C)[CH3:42])[CH:36]=[CH:37][CH:38]=3)(=[O:32])=[O:31])=[N:21][C:22]3[C:27]([N:28]=2)=[CH:26][CH:25]=[CH:24][CH:23]=3)[CH:13]=[C:14]([O:16][CH3:17])[CH:15]=1. (3) Given the product [OH:11][C:12]1[CH:19]=[CH:18][C:15]([CH:16]=[C:6]2[C:7](=[O:8])[O:9][C:2]([CH3:10])([CH3:1])[O:3][C:4]2=[O:5])=[CH:14][CH:13]=1, predict the reactants needed to synthesize it. The reactants are: [CH3:1][C:2]1([CH3:10])[O:9][C:7](=[O:8])[CH2:6][C:4](=[O:5])[O:3]1.[OH:11][C:12]1[CH:19]=[CH:18][C:15]([CH:16]=O)=[CH:14][CH:13]=1. (4) The reactants are: [Br:1][CH2:2][CH2:3][CH2:4][CH2:5][CH2:6][CH2:7][CH2:8][CH2:9][CH2:10][CH2:11][CH2:12]Br.[N:14]1[C:23]2[C:18](=[CH:19][CH:20]=[CH:21][CH:22]=2)[CH:17]=[CH:16][CH:15]=1. Given the product [Br-:1].[Br-:1].[CH2:2]([N+:14]1[C:23]2[C:18](=[CH:19][CH:20]=[CH:21][CH:22]=2)[CH:17]=[CH:16][CH:15]=1)[CH2:3][CH2:4][CH2:5][CH2:6][CH2:7][CH2:8][CH2:9][CH2:10][CH2:11][CH2:12][N+:14]1[C:23]2[C:18](=[CH:19][CH:20]=[CH:21][CH:22]=2)[CH:17]=[CH:16][CH:15]=1, predict the reactants needed to synthesize it. (5) Given the product [O:1]1[C:10]2[C:5](=[CH:6][CH:7]=[CH:8][CH:9]=2)[CH:4]([O:11][C:12]2[C:20]3[N:19]=[C:18]([CH3:21])[N:17]([CH3:22])[C:16]=3[CH:15]=[C:14]([C:23]([OH:25])=[O:24])[CH:13]=2)[CH2:3][CH2:2]1, predict the reactants needed to synthesize it. The reactants are: [O:1]1[C:10]2[C:5](=[CH:6][CH:7]=[CH:8][CH:9]=2)[CH:4]([O:11][C:12]2[C:20]3[N:19]=[C:18]([CH3:21])[N:17]([CH3:22])[C:16]=3[CH:15]=[C:14]([C:23]([O:25]C)=[O:24])[CH:13]=2)[CH2:3][CH2:2]1.CO.[OH-].[Li+]. (6) Given the product [C:1]([C:5]1[N:6]=[C:7]([N:16]2[CH2:20][CH2:19][C:18]([F:21])([F:22])[CH2:17]2)[C:8]2[N:13]=[N:12][N:11]([CH2:14][C:15]3[CH:50]=[CH:49][C:48]([F:51])=[CH:47][C:46]=3[Cl:52])[C:9]=2[N:10]=1)([CH3:2])([CH3:3])[CH3:4], predict the reactants needed to synthesize it. The reactants are: [C:1]([C:5]1[N:6]=[C:7]([N:16]2[CH2:20][CH2:19][C:18]([F:22])([F:21])[CH2:17]2)[C:8]2[N:13]=[N:12][N:11]([CH2:14][CH3:15])[C:9]=2[N:10]=1)([CH3:4])([CH3:3])[CH3:2].C(C1N=C(N2CCC(F)(F)C2)C2N=NNC=2N=1)(C)(C)C.BrCC1[CH:50]=[CH:49][C:48]([F:51])=[CH:47][C:46]=1[Cl:52]. (7) Given the product [CH:2]([N:5]1[C:9]([C:10]2[N:19]=[C:18]3[C:17]4[CH:20]=[CH:30][C:22]([CH:24]5[CH2:25][CH2:26][N:27]([CH2:35][C:34]([N:33]([CH3:38])[CH3:32])=[O:37])[CH2:28][CH2:29]5)=[CH:23][C:16]=4[O:15][CH2:14][CH2:13][N:12]3[CH:11]=2)=[N:8][CH:7]=[N:6]1)([CH3:3])[CH3:4], predict the reactants needed to synthesize it. The reactants are: Cl.[CH:2]([N:5]1[C:9]([C:10]2[N:19]=[C:18]3[N:12]([CH2:13][CH2:14][O:15][C:16]4[CH:23]=[C:22]([CH:24]5[CH2:29][CH2:28][NH:27][CH2:26][CH2:25]5)N=[CH:20][C:17]=43)[CH:11]=2)=[N:8][CH:7]=[N:6]1)([CH3:4])[CH3:3].[CH3:30]O.[CH3:32][N:33]([CH3:38])[C:34](=[O:37])[CH2:35]Cl. (8) Given the product [Cl:8][C:9]1[CH:14]=[C:13]([Cl:15])[CH:12]=[CH:11][C:10]=1[C@H:16]([N:18]1[C:26]2[C:21](=[CH:22][CH:23]=[C:24]([N:27]3[CH2:28][CH2:29][N:30]([C:33]([C@H:35]4[CH2:39][CH2:38][CH2:37][NH:36]4)=[O:34])[CH2:31][CH2:32]3)[CH:25]=2)[CH:20]=[N:19]1)[CH3:17], predict the reactants needed to synthesize it. The reactants are: FC(F)(F)C(O)=O.[Cl:8][C:9]1[CH:14]=[C:13]([Cl:15])[CH:12]=[CH:11][C:10]=1[C@H:16]([N:18]1[C:26]2[C:21](=[CH:22][CH:23]=[C:24]([N:27]3[CH2:32][CH2:31][N:30]([C:33]([C@H:35]4[CH2:39][CH2:38][CH2:37][N:36]4C(OC(C)(C)C)=O)=[O:34])[CH2:29][CH2:28]3)[CH:25]=2)[CH:20]=[N:19]1)[CH3:17]. (9) Given the product [CH3:7][C:8]1[O:12][C:11]([C:13]2[CH:14]=[C:15]3[C:19](=[CH:20][CH:21]=2)[O:18][CH2:17][O:16]3)=[N:10][C:9]=1[CH2:22][C:23]1[O:27][C:26](/[CH:28]=[CH:29]/[CH2:30][S:31]([CH2:32][C:33]([OH:35])=[O:34])=[O:1])=[CH:25][CH:24]=1, predict the reactants needed to synthesize it. The reactants are: [OH:1]OS([O-])=O.[K+].[CH3:7][C:8]1[O:12][C:11]([C:13]2[CH:14]=[C:15]3[C:19](=[CH:20][CH:21]=2)[O:18][CH2:17][O:16]3)=[N:10][C:9]=1[CH2:22][C:23]1[O:27][C:26](/[CH:28]=[CH:29]/[CH2:30][S:31][CH2:32][C:33]([OH:35])=[O:34])=[CH:25][CH:24]=1. (10) Given the product [NH2:3][C:4]1[C:12]2[C:11]([C:13]3[CH:18]=[CH:17][CH:16]=[C:15]([NH2:19])[CH:14]=3)=[N:10][C:9]([C:20]3[CH:25]=[CH:24][CH:23]=[CH:22][CH:21]=3)=[N:8][C:7]=2[S:6][C:5]=1[C:26]([OH:28])=[O:27], predict the reactants needed to synthesize it. The reactants are: [OH-].[K+].[NH2:3][C:4]1[C:12]2[C:11]([C:13]3[CH:18]=[CH:17][CH:16]=[C:15]([NH2:19])[CH:14]=3)=[N:10][C:9]([C:20]3[CH:25]=[CH:24][CH:23]=[CH:22][CH:21]=3)=[N:8][C:7]=2[S:6][C:5]=1[C:26]([O:28]CC)=[O:27].